This data is from Reaction yield outcomes from USPTO patents with 853,638 reactions. The task is: Predict the reaction yield, written as a fraction of the theoretical maximum amount of product (1.0 means a 100% yield; for example, 0.34 means a 34% yield). (1) The reactants are [C:1]([O:4][C:5]1[C:26]2[C:21](=[CH:22][CH:23]=[CH:24][CH:25]=2)[C:8]2[O:9][CH:10]=[C:11]([C:12]3[CH:17]=[CH:16][C:15]([CH:18]([CH3:20])[CH3:19])=[CH:14][CH:13]=3)[C:7]=2[C:6]=1[CH3:27])(=[O:3])[CH3:2]. The catalyst is CCCCCC.C(OCC)(=O)C. The product is [C:1]([O:4][C:5]1[C:26]2[C:21](=[CH:22][CH:23]=[CH:24][CH:25]=2)[C:8]2[O:9][CH2:10][CH:11]([C:12]3[CH:13]=[CH:14][C:15]([CH:18]([CH3:20])[CH3:19])=[CH:16][CH:17]=3)[C:7]=2[C:6]=1[CH3:27])(=[O:3])[CH3:2]. The yield is 0.740. (2) The reactants are [Cl:1][C:2]1[CH:3]=[CH:4][C:5]([C:8](OC)=[O:9])=[N:6][CH:7]=1.[BH4-].[Na+]. The catalyst is CO. The product is [Cl:1][C:2]1[CH:3]=[CH:4][C:5]([CH2:8][OH:9])=[N:6][CH:7]=1. The yield is 0.990. (3) The yield is 0.550. The reactants are [Br:1][C:2]1[C:7]([F:8])=[CH:6][C:5]([OH:9])=[C:4]([F:10])[CH:3]=1.O[CH2:12][CH2:13][N:14]1[CH2:19][CH2:18][O:17][CH2:16][CH2:15]1. No catalyst specified. The product is [Br:1][C:2]1[C:7]([F:8])=[CH:6][C:5]([O:9][CH2:12][CH2:13][N:14]2[CH2:19][CH2:18][O:17][CH2:16][CH2:15]2)=[C:4]([F:10])[CH:3]=1. (4) The reactants are [Cl:1][C:2]1[C:3]([F:18])=[C:4]([CH:14]([OH:17])[CH2:15][OH:16])[C:5]([O:11][CH2:12][CH3:13])=[C:6]([C:8](=[O:10])[CH3:9])[CH:7]=1.C(N(CC)C(C)C)(C)C.[Si:28](Cl)([C:31]([CH3:34])([CH3:33])[CH3:32])([CH3:30])[CH3:29]. The catalyst is ClCCCl. The product is [Si:28]([O:16][CH2:15][CH:14]([C:4]1[C:5]([O:11][CH2:12][CH3:13])=[C:6]([C:8](=[O:10])[CH3:9])[CH:7]=[C:2]([Cl:1])[C:3]=1[F:18])[OH:17])([C:31]([CH3:34])([CH3:33])[CH3:32])([CH3:30])[CH3:29]. The yield is 0.800. (5) The reactants are [Cl:1][C:2]1[CH:7]=[CH:6][C:5]([CH2:8][S:9](Cl)(=[O:11])=[O:10])=[CH:4][CH:3]=1.N1C=CC=CC=1.[CH2:19]1[CH:24]2[CH2:25][C:26]3([NH2:29])[CH2:28][CH:22]([CH2:23]2)[CH2:21][CH:20]1[CH2:27]3. The catalyst is C(Cl)Cl. The product is [C:26]12([NH:29][S:9]([CH2:8][C:5]3[CH:6]=[CH:7][C:2]([Cl:1])=[CH:3][CH:4]=3)(=[O:11])=[O:10])[CH2:27][CH:20]3[CH2:21][CH:22]([CH2:23][CH:24]([CH2:19]3)[CH2:25]1)[CH2:28]2. The yield is 0.200. (6) The reactants are [NH2:1][C:2]1[N:3]=[CH:4][C:5]2[S:10][C:9](=S)[NH:8][C:6]=2[N:7]=1.[OH2:12].Cl[O-].[Na+].Cl. No catalyst specified. The product is [NH2:1][C:2]1[N:3]=[CH:4][C:5]2[S:10][C:9](=[O:12])[NH:8][C:6]=2[N:7]=1. The yield is 0.270. (7) The reactants are [CH3:1][C@H:2]1[CH2:7][N:6]([CH2:8][C:9]2[CH:18]=[N:17][C:16]3[NH:15][C:14](=[O:19])[N:13]4[N:20]=[CH:21][N:22]=[C:12]4[C:11]=3[CH:10]=2)[CH2:5][C@@H:4]([CH3:23])[O:3]1.[F:24][C:25]([F:36])([F:35])[O:26][C:27]1[CH:34]=[CH:33][C:30]([CH2:31]Br)=[CH:29][CH:28]=1.C(=O)([O-])[O-].[K+].[K+]. The catalyst is CN(C)C=O. The product is [CH3:1][C@H:2]1[CH2:7][N:6]([CH2:8][C:9]2[CH:18]=[N:17][C:16]3[N:15]([CH2:31][C:30]4[CH:33]=[CH:34][C:27]([O:26][C:25]([F:24])([F:35])[F:36])=[CH:28][CH:29]=4)[C:14](=[O:19])[N:13]4[N:20]=[CH:21][N:22]=[C:12]4[C:11]=3[CH:10]=2)[CH2:5][C@@H:4]([CH3:23])[O:3]1. The yield is 0.610. (8) The reactants are [F:1][C:2]([F:14])([F:13])[C:3]1[CH:12]=[CH:11][C:6]2[N:7]=[C:8]([NH2:10])[S:9][C:5]=2[CH:4]=1.[Cl:15][C:16]1[CH:17]=[C:18]([CH:22]=[CH:23][C:24]=1[F:25])[C:19](Cl)=[O:20].Br[CH:27]([CH2:32][CH3:33])[C:28]([O:30]C)=[O:29].COC1C=CC2N=C(N)SC=2C=1.ClC1C=C(C=CC=1)C(Cl)=O.BrCC(OCC)=O. No catalyst specified. The product is [Cl:15][C:16]1[CH:17]=[C:18]([CH:22]=[CH:23][C:24]=1[F:25])[C:19]([N:10]=[C:8]1[N:7]([CH:27]([CH2:32][CH3:33])[C:28]([OH:30])=[O:29])[C:6]2[CH:11]=[CH:12][C:3]([C:2]([F:1])([F:13])[F:14])=[CH:4][C:5]=2[S:9]1)=[O:20]. The yield is 0.220. (9) The reactants are C([O-])([O-])=O.[Cs+].[Cs+].Cl.Cl[CH2:9][CH2:10][N:11]1[CH2:15][CH2:14][CH2:13][CH2:12]1.[Cl:16][C:17]1[CH:22]=[C:21]([N+:23]([O-:25])=[O:24])[CH:20]=[CH:19][C:18]=1[OH:26]. The catalyst is CN(C=O)C. The product is [Cl:16][C:17]1[CH:22]=[C:21]([N+:23]([O-:25])=[O:24])[CH:20]=[CH:19][C:18]=1[O:26][CH2:9][CH2:10][N:11]1[CH2:15][CH2:14][CH2:13][CH2:12]1. The yield is 0.310. (10) The reactants are Cl[C:2]1[N:6]([CH2:7][CH2:8][OH:9])[C:5]2[C:10]([CH:15]([CH2:18][CH3:19])[CH2:16][CH3:17])=[CH:11][CH:12]=[C:13]([Cl:14])[C:4]=2[N:3]=1.[Cl:20][C:21]1[CH:27]=[CH:26][C:24]([NH2:25])=[C:23]([CH2:28][N:29]([CH3:31])[CH3:30])[CH:22]=1.O.C1(C)C=CC(S(O)(=O)=O)=CC=1. The catalyst is C(O)CCC.C(=O)([O-])O.[Na+]. The product is [Cl:14][C:13]1[C:4]2[N:3]=[C:2]([NH:25][C:24]3[CH:26]=[CH:27][C:21]([Cl:20])=[CH:22][C:23]=3[CH2:28][N:29]([CH3:31])[CH3:30])[N:6]([CH2:7][CH2:8][OH:9])[C:5]=2[C:10]([CH:15]([CH2:18][CH3:19])[CH2:16][CH3:17])=[CH:11][CH:12]=1. The yield is 0.0390.